From a dataset of Peptide-MHC class II binding affinity with 134,281 pairs from IEDB. Regression. Given a peptide amino acid sequence and an MHC pseudo amino acid sequence, predict their binding affinity value. This is MHC class II binding data. (1) The peptide sequence is LEVTEVFNFSQDDLL. The MHC is DRB1_0405 with pseudo-sequence DRB1_0405. The binding affinity (normalized) is 0.371. (2) The peptide sequence is AQLSQLISLLPSTLQ. The MHC is DRB1_1602 with pseudo-sequence DRB1_1602. The binding affinity (normalized) is 0.432. (3) The peptide sequence is FPDRASIIRLVGAVL. The MHC is DRB4_0101 with pseudo-sequence DRB4_0103. The binding affinity (normalized) is 0.603. (4) The peptide sequence is YDKFLANVSTVCTGK. The MHC is DRB1_1101 with pseudo-sequence DRB1_1101. The binding affinity (normalized) is 0.448. (5) The peptide sequence is VLALGNQEGSLKTAL. The MHC is DRB1_0701 with pseudo-sequence DRB1_0701. The binding affinity (normalized) is 0. (6) The peptide sequence is EEDKENALSLLDKIYT. The binding affinity (normalized) is 0.263. The MHC is HLA-DPA10103-DPB10401 with pseudo-sequence HLA-DPA10103-DPB10401. (7) The peptide sequence is EKKYFAATQFEPLEA. The MHC is HLA-DQA10101-DQB10501 with pseudo-sequence HLA-DQA10101-DQB10501. The binding affinity (normalized) is 0.394. (8) The peptide sequence is FTNFKVAYSKSLKEL. The MHC is DRB1_0901 with pseudo-sequence DRB1_0901. The binding affinity (normalized) is 0.351.